From a dataset of Peptide-MHC class I binding affinity with 185,985 pairs from IEDB/IMGT. Regression. Given a peptide amino acid sequence and an MHC pseudo amino acid sequence, predict their binding affinity value. This is MHC class I binding data. (1) The peptide sequence is AEMEEALKGL. The MHC is HLA-B44:02 with pseudo-sequence HLA-B44:02. The binding affinity (normalized) is 0.699. (2) The peptide sequence is SVFEGIRAY. The MHC is HLA-A02:06 with pseudo-sequence HLA-A02:06. The binding affinity (normalized) is 0.448. (3) The peptide sequence is LLSRVYQIL. The MHC is Mamu-A2601 with pseudo-sequence Mamu-A2601. The binding affinity (normalized) is 0.547. (4) The peptide sequence is LSEEIGLDL. The MHC is HLA-B07:02 with pseudo-sequence HLA-B07:02. The binding affinity (normalized) is 0.0847. (5) The peptide sequence is MPMKGRFPI. The MHC is HLA-B45:06 with pseudo-sequence HLA-B45:06. The binding affinity (normalized) is 0.213.